This data is from Reaction yield outcomes from USPTO patents with 853,638 reactions. The task is: Predict the reaction yield, written as a fraction of the theoretical maximum amount of product (1.0 means a 100% yield; for example, 0.34 means a 34% yield). (1) The reactants are [Br:1][C:2]1[CH:3]=[C:4]([OH:8])[CH:5]=[CH:6][CH:7]=1.[CH3:9][C:10]1([CH3:19])[O:15][CH2:14][C:13]([CH3:18])([CH2:16]O)[CH2:12][O:11]1.C1(P(C2C=CC=CC=2)C2C=CC=CC=2)C=CC=CC=1.N(C(OC(C)C)=O)=NC(OC(C)C)=O. The catalyst is C1COCC1. The product is [CH3:9][C:10]1([CH3:19])[O:15][CH2:14][C:13]([CH3:18])([CH2:16][O:8][C:4]2[CH:5]=[CH:6][CH:7]=[C:2]([Br:1])[CH:3]=2)[CH2:12][O:11]1. The yield is 0.850. (2) The reactants are CC(C)([O-])C.[K+].[Si:7]([O:14][C@@H:15]1[C@H:19]([CH2:20][O:21][Si:22]([C:25]([CH3:28])([CH3:27])[CH3:26])([CH3:24])[CH3:23])[CH2:18][C@@H:17]([O:29][C:30]2[CH:35]=[CH:34][N:33]=[C:32](Cl)[CH:31]=2)[CH2:16]1)([C:10]([CH3:13])([CH3:12])[CH3:11])([CH3:9])[CH3:8].[NH2:37][C@@H:38]1[C:46]2[C:41](=[CH:42][CH:43]=[CH:44][CH:45]=2)[CH2:40][CH2:39]1. The catalyst is COCCOC.CCOC(C)=O. The product is [Si:7]([O:14][C@@H:15]1[C@H:19]([CH2:20][O:21][Si:22]([C:25]([CH3:28])([CH3:27])[CH3:26])([CH3:24])[CH3:23])[CH2:18][C@@H:17]([O:29][C:30]2[CH:35]=[CH:34][N:33]=[C:32]([NH:37][C@@H:38]3[C:46]4[C:41](=[CH:42][CH:43]=[CH:44][CH:45]=4)[CH2:40][CH2:39]3)[CH:31]=2)[CH2:16]1)([C:10]([CH3:13])([CH3:12])[CH3:11])([CH3:9])[CH3:8]. The yield is 0.950. (3) The reactants are [Cl:1][C:2]1[C:3]([OH:12])=[N:4][CH:5]=[C:6]([C:8]([O:10][CH3:11])=[O:9])[CH:7]=1.[CH:30]1[CH:31]=[CH:26]C(P([C:26]2[CH:31]=[CH:30][CH:29]=[CH:28]C=2)[C:30]2[CH:31]=[CH:26]C=[CH:28][CH:29]=2)=[CH:28][CH:29]=1.[CH3:44][CH:43]([O:42][C:40](/[N:39]=[N:39]/[C:40]([O:42][CH:43]([CH3:45])[CH3:44])=[O:41])=[O:41])[CH3:45].[CH2:46]1COCC1. No catalyst specified. The product is [Cl:1][C:2]1[C:3]([O:12][CH2:26][CH:31]2[CH2:30][CH2:29][CH2:28][N:39]2[C:40]([O:42][C:43]([CH3:45])([CH3:46])[CH3:44])=[O:41])=[N:4][CH:5]=[C:6]([C:8]([O:10][CH3:11])=[O:9])[CH:7]=1. The yield is 0.400. (4) The reactants are O=C1C2[C:5](=[C:6](/[N:11]=[CH:12]/[C:13]3[CH:18]=[CH:17][C:16]([CH:19]4[CH2:23][CH2:22][CH2:21][N:20]4[C:24]([O:26][CH2:27][C:28]4[CH:33]=[CH:32][CH:31]=[CH:30][CH:29]=4)=[O:25])=[CH:15][CH:14]=3)C=CC=2)[CH2:4]O1.[F:34][C:35]1[CH:42]=[CH:41][C:38]([CH:39]=O)=[CH:37][CH:36]=1.[CH3:43][CH2:44][O-:45].[Na+].[C:47]([O:51][CH2:52][CH3:53])(=[O:50])[CH2:48][CH3:49]. The catalyst is CCO. The product is [CH2:27]([O:26][C:24]([N:20]1[CH2:21][CH2:22][CH2:23][CH:19]1[C:16]1[CH:17]=[CH:18][C:13]([CH:12]2[CH:39]([C:38]3[CH:41]=[CH:42][C:35]([F:34])=[CH:36][CH:37]=3)[C:44](=[O:45])[C:43]3[C:48]([C:47]([O:51][CH2:52][CH3:53])=[O:50])=[CH:49][CH:4]=[CH:5][C:6]=3[NH:11]2)=[CH:14][CH:15]=1)=[O:25])[C:28]1[CH:29]=[CH:30][CH:31]=[CH:32][CH:33]=1. The yield is 0.200. (5) The reactants are S(Cl)(Cl)=O.[Cl:5][C:6]1[S:7][CH:8]=[C:9]([C:11]([OH:13])=[O:12])[N:10]=1.[CH3:14]O. No catalyst specified. The product is [Cl:5][C:6]1[S:7][CH:8]=[C:9]([C:11]([O:13][CH3:14])=[O:12])[N:10]=1. The yield is 0.650.